From a dataset of Reaction yield outcomes from USPTO patents with 853,638 reactions. Predict the reaction yield, written as a fraction of the theoretical maximum amount of product (1.0 means a 100% yield; for example, 0.34 means a 34% yield). (1) The yield is 0.730. The product is [C:27]([S:26][C:25]1[C:20]2[S:19][CH:18]=[C:17]([C:9]3[CH2:13][CH2:12][C:11](=[O:14])[CH:10]=3)[C:21]=2[N:22]=[CH:23][N:24]=1)([CH3:30])([CH3:28])[CH3:29]. The catalyst is O1CCOCC1.O.Cl[Pd](Cl)([P](C1C=CC=CC=1)(C1C=CC=CC=1)C1C=CC=CC=1)[P](C1C=CC=CC=1)(C1C=CC=CC=1)C1C=CC=CC=1. The reactants are CC1(C)C(C)(C)OB([C:9]2[CH2:13][CH2:12][C:11](=[O:14])[CH:10]=2)O1.Br[C:17]1[C:21]2[N:22]=[CH:23][N:24]=[C:25]([S:26][C:27]([CH3:30])([CH3:29])[CH3:28])[C:20]=2[S:19][CH:18]=1.[O-]P([O-])([O-])=O.[K+].[K+].[K+]. (2) The yield is 0.702. The product is [S:1]([C:5]1[CH:6]=[C:7]([CH:11]=[CH:12][CH:13]=1)[C:8]([O:10][CH3:19])=[O:9])(=[O:3])(=[O:4])[NH2:2]. The reactants are [S:1]([C:5]1[CH:6]=[C:7]([CH:11]=[CH:12][CH:13]=1)[C:8]([OH:10])=[O:9])(=[O:4])(=[O:3])[NH2:2].S(=O)(=O)(O)O.[CH3:19]O. No catalyst specified. (3) The reactants are C(O[C:6](=O)[N:7]([CH2:9][CH2:10][CH2:11][C:12](=[O:59])[NH:13][C:14]1[CH:19]=[CH:18][CH:17]=[C:16]([CH2:20][CH2:21][N:22]([CH2:52][C:53]2[CH:58]=[CH:57][CH:56]=[CH:55][CH:54]=2)[CH2:23][C@@H:24]([C:33]2[CH:42]=[CH:41][C:40]([O:43][CH2:44][C:45]3[CH:50]=[CH:49][CH:48]=[CH:47][CH:46]=3)=[C:39]3[C:34]=2[CH:35]=[CH:36][C:37](=[O:51])[NH:38]3)[O:25][Si:26]([C:29]([CH3:32])([CH3:31])[CH3:30])([CH3:28])[CH3:27])[CH:15]=1)C)(C)(C)C.FC(F)(F)C(O)=O. The catalyst is C(Cl)Cl. The yield is 1.00. The product is [CH2:52]([N:22]([CH2:23][C@@H:24]([C:33]1[CH:42]=[CH:41][C:40]([O:43][CH2:44][C:45]2[CH:50]=[CH:49][CH:48]=[CH:47][CH:46]=2)=[C:39]2[C:34]=1[CH:35]=[CH:36][C:37](=[O:51])[NH:38]2)[O:25][Si:26]([C:29]([CH3:32])([CH3:31])[CH3:30])([CH3:27])[CH3:28])[CH2:21][CH2:20][C:16]1[CH:15]=[C:14]([NH:13][C:12](=[O:59])[CH2:11][CH2:10][CH2:9][NH:7][CH3:6])[CH:19]=[CH:18][CH:17]=1)[C:53]1[CH:54]=[CH:55][CH:56]=[CH:57][CH:58]=1. (4) The reactants are [Br:1][C:2]1[NH:10][C:9]2[C:4](=[N:5][CH:6]=[N:7][CH:8]=2)[N:3]=1.Br[CH2:12][CH2:13][CH2:14][CH3:15].C(=O)([O-])[O-].[Cs+].[Cs+].C[N:23](C=O)C. No catalyst specified. The product is [Br:1][C:2]1[N:3]([CH2:12][CH2:13][CH2:14][CH3:15])[C:4]2[C:9]([N:10]=1)=[C:8]([NH2:23])[N:7]=[CH:6][N:5]=2. The yield is 0.330. (5) The reactants are [CH3:1][O:2][C:3]1[CH:4]=[C:5]([CH2:9][C:10]#[N:11])[CH:6]=[CH:7][CH:8]=1.[C:12]1([CH2:18][C:19](OCC)=[O:20])[CH:17]=[CH:16][CH:15]=[CH:14][CH:13]=1.[O-]CC.[Na+]. The catalyst is C(O)C. The product is [CH3:1][O:2][C:3]1[CH:4]=[C:5]([CH:9]([C:19](=[O:20])[CH2:18][C:12]2[CH:17]=[CH:16][CH:15]=[CH:14][CH:13]=2)[C:10]#[N:11])[CH:6]=[CH:7][CH:8]=1. The yield is 0.380. (6) The reactants are FC(F)(F)S(O[C:7]1[C:11]2[C:12]([CH3:19])=[C:13]([Br:18])[C:14]([CH3:17])=[C:15]([CH3:16])[C:10]=2[O:9][CH:8]=1)(=O)=O.[CH2:22]([C:24]1[CH:29]=[CH:28][C:27](B(O)O)=[CH:26][CH:25]=1)[CH3:23].C(=O)([O-])[O-].[Na+].[Na+].C(O)C. The catalyst is C1C=CC([P]([Pd]([P](C2C=CC=CC=2)(C2C=CC=CC=2)C2C=CC=CC=2)([P](C2C=CC=CC=2)(C2C=CC=CC=2)C2C=CC=CC=2)[P](C2C=CC=CC=2)(C2C=CC=CC=2)C2C=CC=CC=2)(C2C=CC=CC=2)C2C=CC=CC=2)=CC=1.O.C1(C)C=CC=CC=1. The product is [Br:18][C:13]1[C:14]([CH3:17])=[C:15]([CH3:16])[C:10]2[O:9][CH:8]=[C:7]([C:27]3[CH:28]=[CH:29][C:24]([CH2:22][CH3:23])=[CH:25][CH:26]=3)[C:11]=2[C:12]=1[CH3:19]. The yield is 0.920. (7) The reactants are [Br:1][C:2]1[CH:3]=[CH:4]C2=[C:6]([CH:20]=1)CN(C)CC=C2C1C=CC(F)=CC=1.C(=O)([O-])[O-].[K+].[K+].[N:27]1[CH:32]=[CH:31][CH:30]=[CH:29][CH:28]=1. No catalyst specified. The product is [Br:1][C:2]1[CH:3]=[CH:4][C:28]2[CH2:29][CH2:30][CH2:31][CH2:32][NH:27][C:6]=2[CH:20]=1. The yield is 0.710.